Predict the reactants needed to synthesize the given product. From a dataset of Full USPTO retrosynthesis dataset with 1.9M reactions from patents (1976-2016). (1) Given the product [C:1](=[N:14][C:16]1[CH:17]=[C:18]([OH:22])[CH:19]=[CH:20][CH:21]=1)([C:8]1[CH:9]=[CH:10][CH:11]=[CH:12][CH:13]=1)[C:2]1[CH:7]=[CH:6][CH:5]=[CH:4][CH:3]=1, predict the reactants needed to synthesize it. The reactants are: [C:1](=[NH:14])([C:8]1[CH:13]=[CH:12][CH:11]=[CH:10][CH:9]=1)[C:2]1[CH:7]=[CH:6][CH:5]=[CH:4][CH:3]=1.N[C:16]1[CH:17]=[C:18]([OH:22])[CH:19]=[CH:20][CH:21]=1. (2) Given the product [Br:9][CH2:8][C:7]1[C:2]([Cl:1])=[N:3][CH:4]=[N:5][CH:6]=1, predict the reactants needed to synthesize it. The reactants are: [Cl:1][C:2]1[C:7]([CH3:8])=[CH:6][N:5]=[CH:4][N:3]=1.[Br:9]N1C(=O)CCC1=O.CC(N=NC(C#N)(C)C)(C#N)C. (3) The reactants are: [ClH:1].[NH2:2][C@@H:3]1[CH2:8][CH2:7][CH2:6][N:5]([C:9]2[C:14]([Br:15])=[CH:13][N:12]=[C:11]3[NH:16][CH:17]=[C:18]([NH:19][C:20](=[O:27])[C:21]4[CH:26]=[CH:25][CH:24]=[N:23][CH:22]=4)[C:10]=23)[CH2:4]1.C(OC)(OC)OC.CCN(C(C)C)C(C)C.[CH:44]1([CH:47]=O)[CH2:46][CH2:45]1.[BH4-].[Na+]. Given the product [ClH:1].[Br:15][C:14]1[C:9]([N:5]2[CH2:6][CH2:7][CH2:8][C@@H:3]([NH:2][CH2:47][CH:44]3[CH2:46][CH2:45]3)[CH2:4]2)=[C:10]2[C:18]([NH:19][C:20](=[O:27])[C:21]3[CH:26]=[CH:25][CH:24]=[N:23][CH:22]=3)=[CH:17][NH:16][C:11]2=[N:12][CH:13]=1, predict the reactants needed to synthesize it. (4) Given the product [C:104]([OH:106])(=[O:105])[CH3:103].[CH3:24][N:21]1[CH2:22][CH2:23][N:18]([C@H:15]2[CH2:16][CH2:17][C@H:12]([N:8]3[C:4]4[N:5]=[CH:6][N:7]=[C:2]([NH2:54])[C:3]=4[C:10]([C:35]4[CH:36]=[CH:37][C:32]([O:31][C:25]5[CH:30]=[CH:29][CH:28]=[CH:27][CH:26]=5)=[C:33]([N+:47]([O-:49])=[O:48])[CH:34]=4)=[CH:9]3)[CH2:13][CH2:14]2)[CH2:19][CH2:20]1, predict the reactants needed to synthesize it. The reactants are: Cl[C:2]1[C:3]2[C:10](I)=[CH:9][N:8]([C@H:12]3[CH2:17][CH2:16][C@H:15]([N:18]4[CH2:23][CH2:22][N:21]([CH3:24])[CH2:20][CH2:19]4)[CH2:14][CH2:13]3)[C:4]=2[N:5]=[CH:6][N:7]=1.[C:25]1([O:31][C:32]2[CH:37]=[CH:36][C:35](B3OC(C)(C)C(C)(C)O3)=[CH:34][C:33]=2[N+:47]([O-:49])=[O:48])[CH:30]=[CH:29][CH:28]=[CH:27][CH:26]=1.ClC1C2C(C3C=CC(OC4C=CC=CC=4)=C(C=3)C#N)=CN([C@H]3CC[C@H](N4CCN(C)CC4)CC3)C=2[N:54]=CN=1.CO[C@@H]1[C@@H:103]([C:104]([O:106]C)=[O:105])[C@@H]2[C@@H](CN3[C@H](C2)C2NC4C=C(OC)C=CC=4C=2CC3)C[C@H]1[O:106][C:104]([C:103]1C=C(OC)C(OC)=C(OC)C=1)=[O:105]. (5) The reactants are: Cl[C:2]1[N:3]=[C:4]([C:21]2[CH:26]=[CH:25][C:24]([C:27]([F:30])([F:29])[F:28])=[CH:23][C:22]=2[O:31][CH3:32])[C:5]2[C:10]([CH:11]=1)=[CH:9][C:8]([S:12]([NH:15][C:16]1[S:17][CH:18]=[CH:19][N:20]=1)(=[O:14])=[O:13])=[CH:7][CH:6]=2.[CH3:33][NH2:34].C[Si]([N-][Si](C)(C)C)(C)C.[Li+]. Given the product [CH3:32][O:31][C:22]1[CH:23]=[C:24]([C:27]([F:30])([F:29])[F:28])[CH:25]=[CH:26][C:21]=1[C:4]1[C:5]2[C:10](=[CH:9][C:8]([S:12]([NH:15][C:16]3[S:17][CH:18]=[CH:19][N:20]=3)(=[O:14])=[O:13])=[CH:7][CH:6]=2)[CH:11]=[C:2]([NH:34][CH3:33])[N:3]=1, predict the reactants needed to synthesize it. (6) Given the product [CH2:25]([CH:22]([CH2:23][CH3:24])[CH2:21][N:11]1[C:12]2[C:7](=[C:6]([OH:34])[C:5]([C:3]([NH:35][CH2:36][CH2:37][C:38]([OH:40])=[O:39])=[O:4])=[N:14][C:13]=2[C:15]2[CH:20]=[CH:19][N:18]=[CH:17][CH:16]=2)[CH:8]=[C:9]([C:28]2[CH:29]=[CH:30][CH:31]=[CH:32][CH:33]=2)[C:10]1=[O:27])[CH3:26], predict the reactants needed to synthesize it. The reactants are: CO[C:3]([C:5]1[C:6]([OH:34])=[C:7]2[C:12](=[C:13]([C:15]3[CH:20]=[CH:19][N:18]=[CH:17][CH:16]=3)[N:14]=1)[N:11]([CH2:21][CH:22]([CH2:25][CH3:26])[CH2:23][CH3:24])[C:10](=[O:27])[C:9]([C:28]1[CH:33]=[CH:32][CH:31]=[CH:30][CH:29]=1)=[CH:8]2)=[O:4].[NH2:35][CH2:36][CH2:37][C:38]([OH:40])=[O:39].C[O-].[Na+].